From a dataset of Full USPTO retrosynthesis dataset with 1.9M reactions from patents (1976-2016). Predict the reactants needed to synthesize the given product. (1) Given the product [C:28]([NH:32][C:25](=[O:27])/[CH:24]=[CH:23]/[C:22]1[CH:21]=[N:20][N:17]2[CH:18]=[CH:19][C:14]([N:10]3[CH2:11][CH2:12][CH2:13][CH:9]3[C:3]3[CH:4]=[C:5]([F:8])[CH:6]=[CH:7][C:2]=3[F:1])=[N:15][C:16]=12)([CH3:31])([CH3:30])[CH3:29], predict the reactants needed to synthesize it. The reactants are: [F:1][C:2]1[CH:7]=[CH:6][C:5]([F:8])=[CH:4][C:3]=1[CH:9]1[CH2:13][CH2:12][CH2:11][N:10]1[C:14]1[CH:19]=[CH:18][N:17]2[N:20]=[CH:21][C:22](/[CH:23]=[CH:24]/[C:25]([OH:27])=O)=[C:16]2[N:15]=1.[C:28]([NH2:32])([CH3:31])([CH3:30])[CH3:29].CCN(C(C)C)C(C)C.CN(C(ON1N=NC2C=CC=NC1=2)=[N+](C)C)C.F[P-](F)(F)(F)(F)F. (2) Given the product [Cl:24][C:4]1[C:5]2[N:10]([CH3:11])[CH:9]=[C:8]([C:12]3[C:17]([CH3:18])=[CH:16][C:15]([CH3:19])=[CH:14][C:13]=3[CH3:20])[C:6]=2[N:7]=[C:2]([CH3:1])[N:3]=1, predict the reactants needed to synthesize it. The reactants are: [CH3:1][C:2]1[N:3]=[C:4](O)[C:5]2[N:10]([CH3:11])[CH:9]=[C:8]([C:12]3[C:17]([CH3:18])=[CH:16][C:15]([CH3:19])=[CH:14][C:13]=3[CH3:20])[C:6]=2[N:7]=1.O=P(Cl)(Cl)[Cl:24]. (3) Given the product [F:54][C:51]1[CH:50]=[CH:49][C:48]([CH2:47][C:39]2[CH:40]=[C:4]([C:27]3[CH:26]=[CH:25][C:24]([C:21]([OH:23])=[O:22])=[CH:31][CH:30]=3)[C:5]3[C:13](=[O:15])[N:9]4[C@@H:8]([CH2:12][CH2:11][CH2:10]4)[C:6]=3[N:38]=2)=[CH:53][CH:52]=1, predict the reactants needed to synthesize it. The reactants are: C(O[C:4](=O)[CH2:5][C:6]([C@@H:8]1[CH2:12][CH2:11][CH2:10][N:9]1[C:13]([O:15]C(C)(C)C)=O)=O)C.[C:21]([C:24]1[CH:31]=[CH:30][C:27](C=O)=[CH:26][CH:25]=1)([OH:23])=[O:22].N1CCCCC1.[NH2:38]/[C:39](/[CH2:47][C:48]1[CH:53]=[CH:52][C:51]([F:54])=[CH:50][CH:49]=1)=[CH:40]\C(OCC=C)=O.N1C=CC=CC1.N1CCOCC1. (4) Given the product [CH2:26]([O:13][C:9]1[C:10]([I:12])=[CH:11][C:2]([F:1])=[C:3]([CH:8]=1)[C:4]([O:6][CH3:7])=[O:5])[CH3:27], predict the reactants needed to synthesize it. The reactants are: [F:1][C:2]1[CH:11]=[C:10]([I:12])[C:9]([OH:13])=[CH:8][C:3]=1[C:4]([O:6][CH3:7])=[O:5].C(=O)([O-])[O-].[K+].[K+].CN(C=O)C.I[CH2:26][CH3:27]. (5) The reactants are: [Br:1][C:2]1[CH:3]=[CH:4][C:5]([Cl:20])=[C:6]([C:8]([C:10]2[CH:15]=[CH:14][C:13]([O:16][CH2:17][CH3:18])=[C:12]([F:19])[CH:11]=2)=[O:9])[CH:7]=1.[BH4-].[Na+]. Given the product [Br:1][C:2]1[CH:3]=[CH:4][C:5]([Cl:20])=[C:6]([CH:8]([C:10]2[CH:15]=[CH:14][C:13]([O:16][CH2:17][CH3:18])=[C:12]([F:19])[CH:11]=2)[OH:9])[CH:7]=1, predict the reactants needed to synthesize it. (6) Given the product [CH3:13][C:7]1[CH:8]=[C:9]([OH:12])[C:10]2[C:5]([CH:6]=1)=[CH:4][CH:3]=[CH:2][CH:11]=2, predict the reactants needed to synthesize it. The reactants are: Br[C:2]1[CH:11]=[C:10]2[C:5]([CH:6]=[C:7]([CH3:13])[CH:8]=[C:9]2[OH:12])=[CH:4][CH:3]=1. (7) Given the product [Cl:1][C:2]1[CH:14]=[CH:13][C:12]2[CH2:15][CH2:16][N:17]([CH3:20])[CH2:18][CH2:19][N:10]3[C:11]=2[C:3]=1[CH:4]1[CH:9]3[CH2:8][CH2:7][CH2:6][CH2:5]1, predict the reactants needed to synthesize it. The reactants are: [Cl:1][C:2]1[CH:14]=[CH:13][C:12]2[CH2:15][CH2:16][N:17]([CH3:20])[CH2:18][CH2:19][N:10]3[C:11]=2[C:3]=1[C:4]1[CH2:5][CH2:6][CH2:7][CH2:8][C:9]=13.C([BH3-])#N.[Na+]. (8) Given the product [C:13]1([S:10]([C@H:8]2[CH2:7][N:6]([C:19]3[N:20]([C:25]4[CH:30]=[CH:29][N:28]=[C:27]([Cl:31])[CH:26]=4)[N:21]=[C:22]([CH3:24])[CH:23]=3)[C@H:5]([C:3]([OH:4])=[O:2])[CH2:9]2)(=[O:11])=[O:12])[CH:14]=[CH:15][CH:16]=[CH:17][CH:18]=1, predict the reactants needed to synthesize it. The reactants are: C[O:2][C:3]([C@@H:5]1[CH2:9][C@@H:8]([S:10]([C:13]2[CH:18]=[CH:17][CH:16]=[CH:15][CH:14]=2)(=[O:12])=[O:11])[CH2:7][N:6]1[C:19]1[N:20]([C:25]2[CH:30]=[CH:29][N:28]=[C:27]([Cl:31])[CH:26]=2)[N:21]=[C:22]([CH3:24])[CH:23]=1)=[O:4].[OH-].[Li+].